Dataset: NCI-60 drug combinations with 297,098 pairs across 59 cell lines. Task: Regression. Given two drug SMILES strings and cell line genomic features, predict the synergy score measuring deviation from expected non-interaction effect. (1) Drug 1: C1CC(=O)NC(=O)C1N2CC3=C(C2=O)C=CC=C3N. Drug 2: CC1OCC2C(O1)C(C(C(O2)OC3C4COC(=O)C4C(C5=CC6=C(C=C35)OCO6)C7=CC(=C(C(=C7)OC)O)OC)O)O. Cell line: A549. Synergy scores: CSS=50.5, Synergy_ZIP=0.576, Synergy_Bliss=3.12, Synergy_Loewe=-7.19, Synergy_HSA=7.03. (2) Drug 1: CC1OCC2C(O1)C(C(C(O2)OC3C4COC(=O)C4C(C5=CC6=C(C=C35)OCO6)C7=CC(=C(C(=C7)OC)O)OC)O)O. Drug 2: CCC1(C2=C(COC1=O)C(=O)N3CC4=CC5=C(C=CC(=C5CN(C)C)O)N=C4C3=C2)O.Cl. Cell line: HCC-2998. Synergy scores: CSS=26.6, Synergy_ZIP=-7.93, Synergy_Bliss=-3.01, Synergy_Loewe=-0.975, Synergy_HSA=-0.413. (3) Drug 1: CN1C2=C(C=C(C=C2)N(CCCl)CCCl)N=C1CCCC(=O)O.Cl. Drug 2: CC1CCCC2(C(O2)CC(NC(=O)CC(C(C(=O)C(C1O)C)(C)C)O)C(=CC3=CSC(=N3)C)C)C. Cell line: MDA-MB-435. Synergy scores: CSS=53.7, Synergy_ZIP=-1.06, Synergy_Bliss=-3.12, Synergy_Loewe=-29.7, Synergy_HSA=-2.67.